Dataset: NCI-60 drug combinations with 297,098 pairs across 59 cell lines. Task: Regression. Given two drug SMILES strings and cell line genomic features, predict the synergy score measuring deviation from expected non-interaction effect. (1) Drug 1: CNC(=O)C1=CC=CC=C1SC2=CC3=C(C=C2)C(=NN3)C=CC4=CC=CC=N4. Drug 2: COC1=C2C(=CC3=C1OC=C3)C=CC(=O)O2. Cell line: KM12. Synergy scores: CSS=5.02, Synergy_ZIP=2.58, Synergy_Bliss=9.21, Synergy_Loewe=-18.1, Synergy_HSA=-4.67. (2) Drug 1: CC1CCC2CC(C(=CC=CC=CC(CC(C(=O)C(C(C(=CC(C(=O)CC(OC(=O)C3CCCCN3C(=O)C(=O)C1(O2)O)C(C)CC4CCC(C(C4)OC)O)C)C)O)OC)C)C)C)OC. Drug 2: CN(C(=O)NC(C=O)C(C(C(CO)O)O)O)N=O. Cell line: SK-MEL-5. Synergy scores: CSS=0.479, Synergy_ZIP=-0.770, Synergy_Bliss=-0.504, Synergy_Loewe=-10.8, Synergy_HSA=-3.13. (3) Drug 1: CCC1=C2CN3C(=CC4=C(C3=O)COC(=O)C4(CC)O)C2=NC5=C1C=C(C=C5)O. Drug 2: C1CC(=O)NC(=O)C1N2C(=O)C3=CC=CC=C3C2=O. Cell line: T-47D. Synergy scores: CSS=7.09, Synergy_ZIP=1.45, Synergy_Bliss=2.46, Synergy_Loewe=-24.9, Synergy_HSA=-1.03. (4) Drug 1: C1=C(C(=O)NC(=O)N1)N(CCCl)CCCl. Drug 2: CC1=C(N=C(N=C1N)C(CC(=O)N)NCC(C(=O)N)N)C(=O)NC(C(C2=CN=CN2)OC3C(C(C(C(O3)CO)O)O)OC4C(C(C(C(O4)CO)O)OC(=O)N)O)C(=O)NC(C)C(C(C)C(=O)NC(C(C)O)C(=O)NCCC5=NC(=CS5)C6=NC(=CS6)C(=O)NCCC[S+](C)C)O. Cell line: SF-539. Synergy scores: CSS=46.5, Synergy_ZIP=-2.88, Synergy_Bliss=1.54, Synergy_Loewe=1.71, Synergy_HSA=3.12. (5) Drug 1: CCCCCOC(=O)NC1=NC(=O)N(C=C1F)C2C(C(C(O2)C)O)O. Drug 2: CC1=C2C(C(=O)C3(C(CC4C(C3C(C(C2(C)C)(CC1OC(=O)C(C(C5=CC=CC=C5)NC(=O)C6=CC=CC=C6)O)O)OC(=O)C7=CC=CC=C7)(CO4)OC(=O)C)O)C)OC(=O)C. Cell line: SK-MEL-5. Synergy scores: CSS=5.75, Synergy_ZIP=-8.59, Synergy_Bliss=-12.9, Synergy_Loewe=-23.7, Synergy_HSA=-11.3. (6) Drug 1: C1=CC(=CC=C1C#N)C(C2=CC=C(C=C2)C#N)N3C=NC=N3. Drug 2: C1=CC=C(C(=C1)C(C2=CC=C(C=C2)Cl)C(Cl)Cl)Cl. Cell line: COLO 205. Synergy scores: CSS=7.46, Synergy_ZIP=-1.48, Synergy_Bliss=-2.63, Synergy_Loewe=6.28, Synergy_HSA=-2.93.